This data is from Forward reaction prediction with 1.9M reactions from USPTO patents (1976-2016). The task is: Predict the product of the given reaction. (1) The product is: [CH3:38][O:37][C:33]1[CH:34]=[C:35]([CH3:36])[C:30]([S:27]([N:25]([CH3:26])[CH2:24][CH2:23][O:22][CH2:21][C:20]([OH:41])=[O:19])(=[O:28])=[O:29])=[C:31]([CH3:40])[C:32]=1[CH3:39]. Given the reactants C([SiH](CC)CC)C.FC(F)(F)C(O)=O.C([O:19][C:20](=[O:41])[CH2:21][O:22][CH2:23][CH2:24][N:25]([S:27]([C:30]1[C:35]([CH3:36])=[CH:34][C:33]([O:37][CH3:38])=[C:32]([CH3:39])[C:31]=1[CH3:40])(=[O:29])=[O:28])[CH3:26])(C)(C)C, predict the reaction product. (2) Given the reactants [OH:1][C@:2]1([C:9]2[CH:10]=[C:11]([S:14][C:15]3[CH:16]=[C:17]4[C:21](=[CH:22][CH:23]=3)[N:20]([CH3:24])[C:19](=[O:25])[CH2:18]4)[S:12][CH:13]=2)[CH2:7][CH2:6][O:5][C@@H:4]([CH3:8])[CH2:3]1, predict the reaction product. The product is: [OH:1][C@@:2]1([C:9]2[CH:10]=[C:11]([S:14][C:15]3[CH:16]=[C:17]4[C:21](=[CH:22][CH:23]=3)[N:20]([CH3:24])[C:19](=[O:25])[CH2:18]4)[S:12][CH:13]=2)[CH2:7][CH2:6][O:5][C@H:4]([CH3:8])[CH2:3]1.